This data is from Reaction yield outcomes from USPTO patents with 853,638 reactions. The task is: Predict the reaction yield, written as a fraction of the theoretical maximum amount of product (1.0 means a 100% yield; for example, 0.34 means a 34% yield). The reactants are [CH3:1][C:2]1[CH:7]=[CH:6][C:5]([C:8]2[CH:13]=[CH:12][C:11]([C:14]3[O:18][N:17]=[C:16]([C:19]4[CH:31]=[CH:30][C:22]([CH2:23][NH:24][CH2:25][C:26]([O:28][CH3:29])=[O:27])=[CH:21][CH:20]=4)[N:15]=3)=[CH:10][CH:9]=2)=[CH:4][CH:3]=1.[F:32][C:33]1[CH:41]=[C:40]([NH:42][C:43](=[O:57])[CH2:44][C:45]2[CH:50]=[CH:49][C:48]([O:51][CH3:52])=[CH:47][C:46]=2[C:53]([F:56])([F:55])[F:54])[CH:39]=[CH:38][C:34]=1[C:35](O)=[O:36].CN(C(ON1N=NC2C=CC=NC1=2)=[N+](C)C)C.F[P-](F)(F)(F)(F)F. The catalyst is CN(C=O)C.CC(=O)OCC. The product is [F:32][C:33]1[CH:41]=[C:40]([NH:42][C:43](=[O:57])[CH2:44][C:45]2[CH:50]=[CH:49][C:48]([O:51][CH3:52])=[CH:47][C:46]=2[C:53]([F:55])([F:56])[F:54])[CH:39]=[CH:38][C:34]=1[C:35]([N:24]([CH2:25][C:26]([O:28][CH3:29])=[O:27])[CH2:23][C:22]1[CH:30]=[CH:31][C:19]([C:16]2[N:15]=[C:14]([C:11]3[CH:10]=[CH:9][C:8]([C:5]4[CH:4]=[CH:3][C:2]([CH3:1])=[CH:7][CH:6]=4)=[CH:13][CH:12]=3)[O:18][N:17]=2)=[CH:20][CH:21]=1)=[O:36]. The yield is 0.980.